From a dataset of Catalyst prediction with 721,799 reactions and 888 catalyst types from USPTO. Predict which catalyst facilitates the given reaction. (1) Reactant: [CH3:1][O:2][C:3]1[CH:4]=[C:5]([NH:15][C:16]2[N:21]=[C:20]([CH:22]=O)[CH:19]=[C:18]([CH2:24][O:25][CH2:26][C:27]([F:30])([F:29])[F:28])[N:17]=2)[CH:6]=[CH:7][C:8]=1[N:9]1[CH:13]=[C:12]([CH3:14])[N:11]=[CH:10]1.[CH3:31][NH:32][CH3:33].C(O)(=O)C.C(O[BH-](OC(=O)C)OC(=O)C)(=O)C.[Na+]. Product: [CH3:31][N:32]([CH2:22][C:20]1[CH:19]=[C:18]([CH2:24][O:25][CH2:26][C:27]([F:30])([F:28])[F:29])[N:17]=[C:16]([NH:15][C:5]2[CH:6]=[CH:7][C:8]([N:9]3[CH:13]=[C:12]([CH3:14])[N:11]=[CH:10]3)=[C:3]([O:2][CH3:1])[CH:4]=2)[N:21]=1)[CH3:33]. The catalyst class is: 325. (2) Reactant: O1CCOCC1.[ClH:7].[O:8]1[CH2:14][CH:13]([N:15](C(OC(C)(C)C)=O)[NH2:16])[CH2:12][O:11][CH2:10][CH2:9]1. Product: [ClH:7].[O:8]1[CH2:14][CH:13]([NH:15][NH2:16])[CH2:12][O:11][CH2:10][CH2:9]1. The catalyst class is: 12.